Predict the reactants needed to synthesize the given product. From a dataset of Full USPTO retrosynthesis dataset with 1.9M reactions from patents (1976-2016). (1) Given the product [Cl:1][C:2]1[CH:3]=[CH:4][C:5]([C:28]#[N:29])=[C:6]([C:8]2[C:13]([O:14][CH3:15])=[CH:12][N:11]([CH:16]([CH2:20][C:21]3[CH:26]=[CH:25][CH:24]=[CH:23][N:22]=3)[C:17]([NH:39][C:37]3[CH:36]=[CH:35][C:34]4[N:33]([CH:32]=[CH:31][N:30]=4)[CH:38]=3)=[O:19])[C:10](=[O:27])[CH:9]=2)[CH:7]=1, predict the reactants needed to synthesize it. The reactants are: [Cl:1][C:2]1[CH:3]=[CH:4][C:5]([C:28]#[N:29])=[C:6]([C:8]2[C:13]([O:14][CH3:15])=[CH:12][N:11]([CH:16]([CH2:20][C:21]3[CH:26]=[CH:25][CH:24]=[CH:23][N:22]=3)[C:17]([OH:19])=O)[C:10](=[O:27])[CH:9]=2)[CH:7]=1.[N:30]1[CH:31]=[CH:32][N:33]2[CH:38]=[C:37]([NH2:39])[CH:36]=[CH:35][C:34]=12. (2) Given the product [CH2:40]([O:39][C:32](=[O:38])[CH2:33][CH2:34][C:35]([CH3:2])=[CH2:37])[CH3:41], predict the reactants needed to synthesize it. The reactants are: [I-].[CH3:2][P+](C1C=CC=CC=1)(C1C=CC=CC=1)C1C=CC=CC=1.[Li+].C[Si]([N-][Si](C)(C)C)(C)C.[C:32]([O:39][CH2:40][CH3:41])(=[O:38])[CH2:33][CH2:34][C:35]([CH3:37])=O. (3) Given the product [CH3:44][O:43][C:39]1[C:40]([CH3:42])=[CH:41][C:36]([S:33]([N:32]([CH2:31][O:75][CH2:76][C:77]([OH:79])=[O:78])[CH3:47])(=[O:34])=[O:35])=[C:37]([CH3:46])[C:38]=1[CH3:45], predict the reactants needed to synthesize it. The reactants are: CNCCO.C(N(CC)CC)C.COC1C(C)=CC(S(Cl)(=O)=O)=C(C)C=1C.Cl.OC[CH2:31][N:32]([CH3:47])[S:33]([C:36]1[CH:41]=[C:40]([CH3:42])[C:39]([O:43][CH3:44])=[C:38]([CH3:45])[C:37]=1[CH3:46])(=[O:35])=[O:34].[OH-].[Na+].BrCC(OC(C)(C)C)=O.COC1C(C)=CC(S(N(CC[O:75][CH2:76][C:77]([O:79]C(C)(C)C)=[O:78])C)(=O)=O)=C(C)C=1C. (4) Given the product [N:2]1[C:3]([NH2:11])=[N:4][N:5]2[CH2:10][CH2:9][CH2:8][CH2:7][C:6]=12, predict the reactants needed to synthesize it. The reactants are: Cl.[N:2]1[C:3]([NH2:11])=[N:4][N:5]2[CH:10]=[CH:9][CH:8]=[CH:7][C:6]=12. (5) The reactants are: [F:1][C:2]([F:20])([F:19])[C:3]1[CH:4]=[C:5]([C:9]2[CH:18]=[N:17][C:12]3[O:13][CH2:14][CH2:15][NH:16][C:11]=3[CH:10]=2)[CH:6]=[CH:7][CH:8]=1.[Br:21][C:22]1[CH:23]=[C:24]([CH:28]=[C:29]([Br:33])[C:30]=1[O:31][CH3:32])[C:25](Cl)=[O:26].C(N(CC)CC)C. Given the product [Br:21][C:22]1[CH:23]=[C:24]([C:25]([N:16]2[CH2:15][CH2:14][O:13][C:12]3[N:17]=[CH:18][C:9]([C:5]4[CH:6]=[CH:7][CH:8]=[C:3]([C:2]([F:19])([F:1])[F:20])[CH:4]=4)=[CH:10][C:11]2=3)=[O:26])[CH:28]=[C:29]([Br:33])[C:30]=1[O:31][CH3:32], predict the reactants needed to synthesize it.